Dataset: Full USPTO retrosynthesis dataset with 1.9M reactions from patents (1976-2016). Task: Predict the reactants needed to synthesize the given product. (1) Given the product [CH2:45]([CH:46]1[N:1]([C:10](=[O:28])[CH2:11][CH2:12][CH2:13][CH2:14][CH2:15][CH2:16][CH2:17][CH2:18][CH2:19][CH2:20][CH2:21][CH2:22][CH2:23][CH2:24][CH2:25][CH2:26][CH3:27])[CH:2]([C:7]([OH:9])=[O:8])[CH2:3][C:4](=[O:6])[NH:5]1)[CH2:44][CH2:43][CH2:42][CH2:41][CH2:40][CH2:39][CH2:38][CH2:37][CH2:36][CH2:35][CH2:34][CH2:33][CH2:32][CH2:31][CH2:30][CH3:29], predict the reactants needed to synthesize it. The reactants are: [NH2:1][C@H:2]([C:7]([OH:9])=[O:8])[CH2:3][C:4](=[O:6])[NH2:5].[CH:10](=[O:28])[CH2:11][CH2:12][CH2:13][CH2:14][CH2:15][CH2:16][CH2:17][CH2:18][CH2:19][CH2:20][CH2:21][CH2:22][CH2:23][CH2:24][CH2:25][CH2:26][CH3:27].[C:29](Cl)(=O)[CH2:30][CH2:31][CH2:32][CH2:33][CH2:34][CH2:35][CH2:36][CH2:37][CH2:38][CH2:39][CH2:40][CH2:41][CH2:42][CH2:43][CH2:44][CH2:45][CH3:46]. (2) Given the product [N:1]1([C:7](=[S:21])[CH2:8][C:9]#[N:10])[CH2:6][CH2:5][O:4][CH2:3][CH2:2]1, predict the reactants needed to synthesize it. The reactants are: [N:1]1([C:7](=O)[CH2:8][C:9]#[N:10])[CH2:6][CH2:5][O:4][CH2:3][CH2:2]1.COC1C=CC(P2(SP(C3C=CC(OC)=CC=3)(=S)S2)=[S:21])=CC=1. (3) Given the product [CH3:1][C:2]1[N-:3][S:4](=[O:5])(=[O:6])[C:7]2[CH:8]=[C:9]([Cl:14])[CH:10]=[CH:11][C:12]=2[N:13]=1.[CH3:20][N+:19]([CH2:18][CH2:17][OH:16])([CH3:22])[CH3:21], predict the reactants needed to synthesize it. The reactants are: [CH3:1][C:2]1[NH:13][C:12]2[CH:11]=[CH:10][C:9]([Cl:14])=[CH:8][C:7]=2[S:4](=[O:6])(=[O:5])[N:3]=1.[OH-].[OH:16][CH2:17][CH2:18][N+:19]([CH3:22])([CH3:21])[CH3:20].